From a dataset of Forward reaction prediction with 1.9M reactions from USPTO patents (1976-2016). Predict the product of the given reaction. (1) Given the reactants C([Li])CCC.Br[C:7]1[CH:11]=[CH:10][S:9][CH:8]=1.[Br-].[Mg+2].[Br-].[C:15](O[C:15](=[O:18])[CH2:16][CH3:17])(=[O:18])[CH2:16][CH3:17].[Cl-].[NH4+], predict the reaction product. The product is: [S:9]1[CH:10]=[CH:11][C:7]([C:15](=[O:18])[CH2:16][CH3:17])=[CH:8]1. (2) Given the reactants FC(F)(F)C(O)=O.ClC1C=CC([C@H]2N3C(SC(C([N:28]4[CH2:49][C@H:48]([F:50])[CH2:47][C@H:29]4[C:30]([N:32]4[CH2:39][C:36]5([CH2:38][CH2:37]5)[N:35]([C:40](=[O:45])[C:41]([F:44])([F:43])[F:42])[CH2:34][C@H:33]4C)=[O:31])=O)=C3C(C)C)=N[C@]2(C2C=NC(Cl)=CC=2)C)=CC=1F, predict the reaction product. The product is: [F:50][C@H:48]1[CH2:49][NH:28][C@H:29]([C:30]([N:32]2[CH2:39][C:36]3([CH2:38][CH2:37]3)[N:35]([C:40](=[O:45])[C:41]([F:44])([F:43])[F:42])[CH2:34][CH2:33]2)=[O:31])[CH2:47]1. (3) Given the reactants [F:1][C:2]1[CH:7]=[CH:6][C:5]([CH2:8][C:9]2[CH:18]=[C:17]3[C:12]([C:13]([OH:25])=[C:14]([C:20](OCC)=[O:21])[C:15](=[O:19])[NH:16]3)=[N:11][CH:10]=2)=[CH:4][CH:3]=1.[CH2:26]([O:29][CH2:30][CH2:31][CH2:32][NH2:33])[CH2:27][CH3:28], predict the reaction product. The product is: [F:1][C:2]1[CH:3]=[CH:4][C:5]([CH2:8][C:9]2[CH:18]=[C:17]3[C:12]([C:13]([OH:25])=[C:14]([C:20]([NH:33][CH2:32][CH2:31][CH2:30][O:29][CH2:26][CH2:27][CH3:28])=[O:21])[C:15](=[O:19])[NH:16]3)=[N:11][CH:10]=2)=[CH:6][CH:7]=1. (4) Given the reactants [Cl:1][C:2]1[CH:3]=[C:4]2[C:9](=[CH:10][CH:11]=1)[CH:8]=[C:7]([SH:12])[CH:6]=[CH:5]2.[CH3:13][N:14]([CH:20]1[CH2:25][CH2:24][N:23]([C:26]2[CH:31]=[CH:30][N:29]=[CH:28][CH:27]=2)[CH2:22][CH2:21]1)[S:15]([CH2:18][CH3:19])(=[O:17])=[O:16].CO, predict the reaction product. The product is: [Cl:1][C:2]1[CH:3]=[C:4]2[C:9](=[CH:10][CH:11]=1)[CH:8]=[C:7]([S:12][CH2:19][CH2:18][S:15]([N:14]([CH3:13])[CH:20]1[CH2:21][CH2:22][N:23]([C:26]3[CH:31]=[CH:30][N:29]=[CH:28][CH:27]=3)[CH2:24][CH2:25]1)(=[O:16])=[O:17])[CH:6]=[CH:5]2. (5) Given the reactants [Br:1][C:2]1[C:7]([C:8]([F:11])([F:10])[F:9])=[CH:6][C:5]([NH:12][C:13](=O)[CH3:14])=[C:4]([N+:16]([O-])=O)[CH:3]=1, predict the reaction product. The product is: [Br:1][C:2]1[CH:3]=[C:4]([NH2:16])[C:5]([NH:12][CH2:13][CH3:14])=[CH:6][C:7]=1[C:8]([F:11])([F:10])[F:9]. (6) The product is: [CH3:25][C:26]1[C:30]([C:2]2[C:7]([C:8]#[C:9][Si:10]([CH3:13])([CH3:12])[CH3:11])=[CH:6][C:5]([C:14]([F:17])([F:16])[F:15])=[CH:4][C:3]=2[C:18]2[CH:23]=[CH:22][C:21]([OH:24])=[CH:20][CH:19]=2)=[C:29]([CH3:34])[O:28][N:27]=1. Given the reactants Br[C:2]1[C:7]([C:8]#[C:9][Si:10]([CH3:13])([CH3:12])[CH3:11])=[CH:6][C:5]([C:14]([F:17])([F:16])[F:15])=[CH:4][C:3]=1[C:18]1[CH:23]=[CH:22][C:21]([OH:24])=[CH:20][CH:19]=1.[CH3:25][C:26]1[C:30](B(O)O)=[C:29]([CH3:34])[O:28][N:27]=1.CC(OC1C=CC=C(OC(C)C)C=1C1C(P(C2CCCCC2)C2CCCCC2)=CC=CC=1)C.C([O-])([O-])=O.[K+].[K+].[NH4+].[Cl-], predict the reaction product. (7) The product is: [F:14][C:11]1[CH:12]=[CH:13][C:8]([C:5]2[CH:4]=[N:3][C:2]([NH2:15])=[N:7][CH:6]=2)=[CH:9][CH:10]=1. Given the reactants Cl[C:2]1[N:7]=[CH:6][C:5]([C:8]2[CH:13]=[CH:12][C:11]([F:14])=[CH:10][CH:9]=2)=[CH:4][N:3]=1.[NH3:15], predict the reaction product. (8) Given the reactants Br[C:2]1[CH:3]=[C:4]([O:15][C:16]2[CH:21]=[CH:20][CH:19]=[CH:18][CH:17]=2)[CH:5]=[C:6]([O:8][C:9]2[CH:14]=[CH:13][CH:12]=[CH:11][CH:10]=2)[CH:7]=1.[CH:22]1[C:35]2[NH:34][C:33]3[C:28](=[CH:29][CH:30]=[CH:31][CH:32]=3)[O:27][C:26]=2[CH:25]=[CH:24][CH:23]=1.CC([O-])(C)C.[Na+].C1(C)C(C)=CC=CC=1, predict the reaction product. The product is: [O:8]([C:6]1[CH:7]=[C:2]([N:34]2[C:33]3[CH:32]=[CH:31][CH:30]=[CH:29][C:28]=3[O:27][C:26]3[C:35]2=[CH:22][CH:23]=[CH:24][CH:25]=3)[CH:3]=[C:4]([O:15][C:16]2[CH:21]=[CH:20][CH:19]=[CH:18][CH:17]=2)[CH:5]=1)[C:9]1[CH:14]=[CH:13][CH:12]=[CH:11][CH:10]=1.